From a dataset of Full USPTO retrosynthesis dataset with 1.9M reactions from patents (1976-2016). Predict the reactants needed to synthesize the given product. (1) Given the product [CH3:1][O:2][C:3]1[CH:12]=[C:11]2[C:6]([CH:7]=[CH:8][CH:9]=[N:10]2)=[CH:5][C:4]=1[NH2:13], predict the reactants needed to synthesize it. The reactants are: [CH3:1][O:2][C:3]1[CH:12]=[C:11]2[C:6]([CH:7]=[CH:8][CH:9]=[N:10]2)=[CH:5][C:4]=1[N+:13]([O-])=O.[Cl-].[NH4+]. (2) Given the product [Cl:9][C:1]1[C:2]2[C:7](=[CH:6][CH:5]=[CH:4][CH:3]=2)[C:14]2=[N:13][N:12]=[C:11]([C:20]3[CH:15]=[CH:16][CH:17]=[CH:18][CH:19]=3)[N:21]2[N:22]=1, predict the reactants needed to synthesize it. The reactants are: [C:1]([Cl:9])(=O)[C:2]1[CH:7]=[CH:6][CH:5]=[CH:4][CH:3]=1.Cl[C:11]1[C:20]2[C:15](=[CH:16][CH:17]=[CH:18][CH:19]=2)[C:14]([NH:21][NH2:22])=[N:13][N:12]=1.C(N(CC)CC)C.C(=O)([O-])O.[Na+]. (3) Given the product [Cl:1][C:2]1[C:30]([Cl:31])=[CH:29][CH:28]=[CH:27][C:3]=1[CH2:4][N:5]1[C:9]2[CH:10]=[C:11]([N:18]3[CH2:23][CH2:22][O:21][CH2:20][CH2:19]3)[CH:12]=[C:13]([C:14]([OH:16])=[O:15])[C:8]=2[N:7]=[C:6]1[CH:24]([F:25])[F:26], predict the reactants needed to synthesize it. The reactants are: [Cl:1][C:2]1[C:30]([Cl:31])=[CH:29][CH:28]=[CH:27][C:3]=1[CH2:4][N:5]1[C:9]2[CH:10]=[C:11]([N:18]3[CH2:23][CH2:22][O:21][CH2:20][CH2:19]3)[CH:12]=[C:13]([C:14]([O:16]C)=[O:15])[C:8]=2[N:7]=[C:6]1[CH:24]([F:26])[F:25].[Li+].[OH-]. (4) Given the product [Br:19][C:16]1[CH:17]=[CH:18][C:13]([C:6]2[CH:7]=[CH:8][C:3]([CH:1]=[O:2])=[CH:4][CH:5]=2)=[N:14][CH:15]=1, predict the reactants needed to synthesize it. The reactants are: [CH:1]([C:3]1[CH:8]=[CH:7][C:6](B(O)O)=[CH:5][CH:4]=1)=[O:2].Br[C:13]1[CH:18]=[CH:17][C:16]([Br:19])=[CH:15][N:14]=1. (5) Given the product [O:34]=[C:33]([CH3:32])[CH2:1][C:2]1[C:7]([C:8]([OH:10])=[O:9])=[CH:6][N:5]=[CH:4][CH:3]=1, predict the reactants needed to synthesize it. The reactants are: [CH3:1][C:2]1[C:7]([C:8]([OH:10])=[O:9])=[CH:6][N:5]=[CH:4][CH:3]=1.C([N-]C(C)C)(C)C.[Li+].C([Li])CCC.C(NC(C)C)(C)C.C1C[O:34][CH2:33][CH2:32]1.